This data is from Reaction yield outcomes from USPTO patents with 853,638 reactions. The task is: Predict the reaction yield, written as a fraction of the theoretical maximum amount of product (1.0 means a 100% yield; for example, 0.34 means a 34% yield). (1) The reactants are [CH3:1][N:2]1[CH2:7][CH2:6][CH:5]([C:8]2[CH:13]=[CH:12][C:11]([C:14]3[NH:19][C:18](=O)[N:17]4[CH:21]=[CH:22][N:23]=[C:16]4[CH:15]=3)=[CH:10][CH:9]=2)[CH2:4][CH2:3]1.P(Cl)(Cl)([Cl:26])=O.C(N(CC)C1C=CC=CC=1)C.C(=O)(O)[O-].[Na+]. No catalyst specified. The product is [Cl:26][C:18]1[N:17]2[CH:21]=[CH:22][N:23]=[C:16]2[CH:15]=[C:14]([C:11]2[CH:12]=[CH:13][C:8]([CH:5]3[CH2:6][CH2:7][N:2]([CH3:1])[CH2:3][CH2:4]3)=[CH:9][CH:10]=2)[N:19]=1. The yield is 0.630. (2) The reactants are [Cl:1][C:2]1[CH:7]=[CH:6][C:5]([O:8][C:9]2[CH:16]=[CH:15][C:12]([CH:13]=O)=[CH:11][CH:10]=2)=[CH:4][C:3]=1[CH3:17].[H-].[Na+].[CH2:20]1COCC1. The catalyst is [Br-].C[P+](C1C=CC=CC=1)(C1C=CC=CC=1)C1C=CC=CC=1. The product is [Cl:1][C:2]1[CH:7]=[CH:6][C:5]([O:8][C:9]2[CH:16]=[CH:15][C:12]([CH:13]=[CH2:20])=[CH:11][CH:10]=2)=[CH:4][C:3]=1[CH3:17]. The yield is 0.590.